From a dataset of Catalyst prediction with 721,799 reactions and 888 catalyst types from USPTO. Predict which catalyst facilitates the given reaction. (1) Reactant: [NH2:1][C:2]1[CH:7]=[CH:6][N:5]=[CH:4][CH:3]=1.Cl[C:9]1[N:14]=[C:13]([N:15]2[CH2:20][CH2:19][O:18][CH2:17][CH2:16]2)[N:12]=[C:11]([N:21]2[C:25]3[CH:26]=[CH:27][CH:28]=[CH:29][C:24]=3[N:23]=[C:22]2[CH:30]([F:32])[F:31])[N:10]=1.O. Product: [F:32][CH:30]([F:31])[C:22]1[N:21]([C:11]2[N:12]=[C:13]([N:15]3[CH2:16][CH2:17][O:18][CH2:19][CH2:20]3)[N:14]=[C:9]([NH:1][C:2]3[CH:7]=[CH:6][N:5]=[CH:4][CH:3]=3)[N:10]=2)[C:25]2[CH:26]=[CH:27][CH:28]=[CH:29][C:24]=2[N:23]=1. The catalyst class is: 16. (2) Reactant: [H-].[H-].[H-].[H-].[Li+].[Al+3].[N:7]([CH:10]1[CH2:15][N:14]([S:16]([C:19]2[CH:25]=[CH:24][C:22]([CH3:23])=[CH:21][CH:20]=2)(=[O:18])=[O:17])[CH2:13][C:12]([CH3:27])([CH3:26])[C:11]1=[O:28])=[N+]=[N-]. Product: [NH2:7][CH:10]1[CH2:15][N:14]([S:16]([C:19]2[CH:25]=[CH:24][C:22]([CH3:23])=[CH:21][CH:20]=2)(=[O:18])=[O:17])[CH2:13][C:12]([CH3:26])([CH3:27])[CH:11]1[OH:28]. The catalyst class is: 1. (3) Reactant: [F:1][C:2]([F:18])([F:17])[C:3]1[CH:4]=[C:5]([N:9]2[CH:14]=[CH:13][C:12](=[O:15])[NH:11][C:10]2=[O:16])[CH:6]=[CH:7][CH:8]=1.[I:19]I.[N+]([O-])([O-])=O.[NH4+].[Ce]. Product: [I:19][C:13]1[C:12](=[O:15])[NH:11][C:10](=[O:16])[N:9]([C:5]2[CH:6]=[CH:7][CH:8]=[C:3]([C:2]([F:1])([F:17])[F:18])[CH:4]=2)[CH:14]=1. The catalyst class is: 10. (4) Reactant: [Cl:1][C:2]1[CH:3]=[C:4]([CH2:9][C:10]([O:12][CH3:13])=[O:11])[CH:5]=[CH:6][C:7]=1[OH:8].C([O-])([O-])=O.[K+].[K+].[Cl:20][C:21]1[CH:41]=[CH:40][C:24]([CH2:25][CH2:26][NH:27][C:28](=[O:39])[C:29]2[CH:34]=[CH:33][C:32](Cl)=[C:31]([N+:36]([O-:38])=[O:37])[CH:30]=2)=[CH:23][CH:22]=1. Product: [Cl:20][C:21]1[CH:22]=[CH:23][C:24]([CH2:25][CH2:26][NH:27][C:28]([C:29]2[CH:34]=[CH:33][C:32]([O:8][C:7]3[CH:6]=[CH:5][C:4]([CH2:9][C:10]([O:12][CH3:13])=[O:11])=[CH:3][C:2]=3[Cl:1])=[C:31]([N+:36]([O-:38])=[O:37])[CH:30]=2)=[O:39])=[CH:40][CH:41]=1. The catalyst class is: 549. (5) Reactant: [Na].[CH2:2]([O:4][C:5]1[CH2:10][CH2:9][CH2:8][C:7](=[O:11])[CH:6]=1)[CH3:3].[C:12](OCC)(=[O:18])[C:13]([O:15][CH2:16][CH3:17])=[O:14]. Product: [CH2:2]([O:4][C:5]1[CH2:10][CH2:9][CH:8]([C:12](=[O:18])[C:13]([O:15][CH2:16][CH3:17])=[O:14])[C:7](=[O:11])[CH:6]=1)[CH3:3]. The catalyst class is: 14. (6) Reactant: [NH:1]([C:3]1[CH:11]=[CH:10][C:6]([C:7]([OH:9])=[O:8])=[CH:5][CH:4]=1)[NH2:2].Cl[C:13]1[C:22]2[C:17](=[CH:18][CH:19]=[CH:20][CH:21]=2)[N:16]=[N:15][C:14]=1[C:23](OC)=[O:24]. Product: [O:24]=[C:23]1[C:14]2[N:15]=[N:16][C:17]3[CH:18]=[CH:19][CH:20]=[CH:21][C:22]=3[C:13]=2[NH:2][N:1]1[C:3]1[CH:4]=[CH:5][C:6]([C:7]([OH:9])=[O:8])=[CH:10][CH:11]=1. The catalyst class is: 8. (7) Reactant: [CH3:1][CH2:2][O:3][C:4]1[CH:5]=[CH:6][CH:7]=[CH:8][C:9]=1[O:10][CH:11]([CH:18]1[O:23][CH2:22][CH2:21][NH:20][CH2:19]1)[C:12]1[CH:13]=[CH:14][CH:15]=[CH:16][CH:17]=1.CS(O)(=O)=O.[OH-].[Na+].CCOC1C=CC=CC=1OC(C1OCCNC1)C1C=CC=CC=1.[C:54]([OH:64])(=[O:63])[C@H:55]([C:57]1[CH:62]=[CH:61][CH:60]=[CH:59][CH:58]=1)[OH:56]. Product: [CH3:1][CH2:2][O:3][C:4]1[CH:5]=[CH:6][CH:7]=[CH:8][C:9]=1[O:10][C@H:11]([C@H:18]1[O:23][CH2:22][CH2:21][NH:20][CH2:19]1)[C:12]1[CH:17]=[CH:16][CH:15]=[CH:14][CH:13]=1.[C:54]([O-:64])(=[O:63])[CH:55]([C:57]1[CH:62]=[CH:61][CH:60]=[CH:59][CH:58]=1)[OH:56]. The catalyst class is: 412.